From a dataset of Forward reaction prediction with 1.9M reactions from USPTO patents (1976-2016). Predict the product of the given reaction. (1) Given the reactants [Cl:1][C:2]1[CH:32]=[CH:31][C:5]([CH2:6][N:7]2[C:15]3[C:10](=[CH:11][C:12](/[CH:16]=[C:17]4/[C:18](=[O:30])[N:19]([CH2:23][CH:24]5[CH2:29][CH2:28][NH:27][CH2:26][CH2:25]5)[C:20](=[O:22])[S:21]/4)=[CH:13][CH:14]=3)[CH:9]=[N:8]2)=[C:4]([C:33]([F:36])([F:35])[F:34])[CH:3]=1.[CH2:37]=O, predict the reaction product. The product is: [Cl:1][C:2]1[CH:32]=[CH:31][C:5]([CH2:6][N:7]2[C:15]3[C:10](=[CH:11][C:12](/[CH:16]=[C:17]4/[C:18](=[O:30])[N:19]([CH2:23][CH:24]5[CH2:25][CH2:26][N:27]([CH3:37])[CH2:28][CH2:29]5)[C:20](=[O:22])[S:21]/4)=[CH:13][CH:14]=3)[CH:9]=[N:8]2)=[C:4]([C:33]([F:36])([F:34])[F:35])[CH:3]=1. (2) Given the reactants C[O:2][C:3](=[O:36])[CH2:4][CH2:5][C:6]1[CH:11]=[CH:10][C:9]([C:12]2[CH:17]=[CH:16][C:15]([CH2:18][CH:19]([C:31](=[O:35])[N:32]([CH3:34])[CH3:33])[NH:20][S:21]([C:24]3[CH:29]=[CH:28][C:27]([CH3:30])=[CH:26][CH:25]=3)(=[O:23])=[O:22])=[CH:14][CH:13]=2)=[CH:8][CH:7]=1.[OH-].[Li+], predict the reaction product. The product is: [CH3:34][N:32]([CH3:33])[C:31]([CH:19]([NH:20][S:21]([C:24]1[CH:29]=[CH:28][C:27]([CH3:30])=[CH:26][CH:25]=1)(=[O:22])=[O:23])[CH2:18][C:15]1[CH:14]=[CH:13][C:12]([C:9]2[CH:10]=[CH:11][C:6]([CH2:5][CH2:4][C:3]([OH:36])=[O:2])=[CH:7][CH:8]=2)=[CH:17][CH:16]=1)=[O:35].